The task is: Predict which catalyst facilitates the given reaction.. This data is from Catalyst prediction with 721,799 reactions and 888 catalyst types from USPTO. (1) Reactant: Br[C:2]1[CH:7]=[CH:6][C:5]([Br:8])=[CH:4][CH:3]=1.[F:9][C:10]1([F:14])[CH2:13][NH:12][CH2:11]1.Cl.C1C=CC(P(C2C(C3C(P(C4C=CC=CC=4)C4C=CC=CC=4)=CC=C4C=3C=CC=C4)=C3C(C=CC=C3)=CC=2)C2C=CC=CC=2)=CC=1.CC([O-])(C)C.[Na+]. Product: [Br:8][C:5]1[CH:6]=[CH:7][C:2]([N:12]2[CH2:13][C:10]([F:14])([F:9])[CH2:11]2)=[CH:3][CH:4]=1. The catalyst class is: 187. (2) Reactant: [N+:1]([C:4]1[CH:5]=[C:6]([NH:18][C:19](=[O:22])[O:20][CH3:21])[CH:7]=[CH:8][C:9]=1[NH:10][CH2:11][CH:12]1[CH2:17][CH2:16][O:15][CH2:14][CH2:13]1)([O-])=O. Product: [NH2:1][C:4]1[CH:5]=[C:6]([NH:18][C:19](=[O:22])[O:20][CH3:21])[CH:7]=[CH:8][C:9]=1[NH:10][CH2:11][CH:12]1[CH2:13][CH2:14][O:15][CH2:16][CH2:17]1. The catalyst class is: 99. (3) Reactant: [Cl:1][C:2]1[CH:3]=[C:4]2[C:9](=[CH:10][CH:11]=1)[CH:8]=[C:7]([S:12]([N:15]1[CH2:20][CH2:19][N:18]([C:21]([C:23]3[CH:28]=[CH:27][C:26]([C:29]4[CH:34]=[CH:33][N+:32]([O-])=[C:31]([CH3:36])[CH:30]=4)=[CH:25][CH:24]=3)=[O:22])[CH2:17][CH2:16]1)(=[O:14])=[O:13])[CH:6]=[CH:5]2.[CH2:37]([OH:39])[CH3:38].ClCCl.C(=O)(O)[O-:44].[Na+]. Product: [ClH:1].[C:37]([O:44][CH2:36][C:31]1[CH:30]=[C:29]([C:26]2[CH:25]=[CH:24][C:23]([C:21]([N:18]3[CH2:17][CH2:16][N:15]([S:12]([C:7]4[CH:6]=[CH:5][C:4]5[C:9](=[CH:10][CH:11]=[C:2]([Cl:1])[CH:3]=5)[CH:8]=4)(=[O:14])=[O:13])[CH2:20][CH2:19]3)=[O:22])=[CH:28][CH:27]=2)[CH:34]=[CH:33][N:32]=1)(=[O:39])[CH3:38]. The catalyst class is: 152. (4) Reactant: [NH2:1][C:2]1[C:9]([Cl:10])=[CH:8][CH:7]=[CH:6][C:3]=1[C:4]#[N:5].[N-:11]=[N+:12]=[N-:13].[Na+].Cl.C(N(CC)CC)C. Product: [Cl:10][C:9]1[CH:8]=[CH:7][CH:6]=[C:3]([C:4]2[NH:13][N:12]=[N:11][N:5]=2)[C:2]=1[NH2:1]. The catalyst class is: 11. (5) Product: [ClH:12].[Cl:12][C:11]1[CH:7]=[C:3]([C:4]([NH2:6])=[O:5])[C:1](=[NH:2])[N:26]([CH2:25][C:21]2[CH:22]=[CH:23][CH:24]=[C:19]([S:17]([CH3:16])=[O:18])[CH:20]=2)[CH:10]=1. The catalyst class is: 5. Reactant: [C:1]([CH:3]([CH:7]1[C:11]([Cl:12])=[C:10](Cl)C(=O)O1)[C:4]([NH2:6])=[O:5])#[N:2].Cl.[CH3:16][S:17]([C:19]1[CH:20]=[C:21]([CH2:25][NH2:26])[CH:22]=[CH:23][CH:24]=1)=[O:18].C(N(CC)CC)C.